Dataset: Forward reaction prediction with 1.9M reactions from USPTO patents (1976-2016). Task: Predict the product of the given reaction. Given the reactants [C:1]([O:5][C:6]([N:8]1[CH2:13][CH2:12][C:11]([C:14]2[CH:19]=[CH:18][C:17]([C:20](=[O:22])[NH2:21])=[C:16]([C:23]3[CH:28]=[CH:27][C:26]([O:29][C:30]4[CH:35]=[CH:34][CH:33]=[CH:32][CH:31]=4)=[CH:25][CH:24]=3)[N:15]=2)=[CH:10][CH2:9]1)=[O:7])([CH3:4])([CH3:3])[CH3:2], predict the reaction product. The product is: [C:20]([C:17]1[CH:18]=[CH:19][C:14]([CH:11]2[CH2:10][CH2:9][N:8]([C:6]([O:5][C:1]([CH3:4])([CH3:3])[CH3:2])=[O:7])[CH2:13][CH2:12]2)=[N:15][C:16]=1[C:23]1[CH:24]=[CH:25][C:26]([O:29][C:30]2[CH:35]=[CH:34][CH:33]=[CH:32][CH:31]=2)=[CH:27][CH:28]=1)(=[O:22])[NH2:21].